Task: Predict which catalyst facilitates the given reaction.. Dataset: Catalyst prediction with 721,799 reactions and 888 catalyst types from USPTO (1) Reactant: C[O:2][C:3]([C:5]1[CH:10]=[CH:9][N:8]=[CH:7][C:6]=1[CH:11]1[CH2:16][CH2:15][N:14]([C:17]([O:19][C:20]([CH3:23])([CH3:22])[CH3:21])=[O:18])[CH2:13][CH2:12]1)=O.[H-].[H-].[H-].[H-].[Li+].[Al+3]. Product: [C:20]([O:19][C:17]([N:14]1[CH2:15][CH2:16][CH:11]([C:6]2[CH:7]=[N:8][CH:9]=[CH:10][C:5]=2[CH2:3][OH:2])[CH2:12][CH2:13]1)=[O:18])([CH3:23])([CH3:21])[CH3:22]. The catalyst class is: 1. (2) Reactant: [F:1][C:2]1[CH:3]=[C:4]([CH2:26][N:27]2[CH2:30][C:29](O)([C:31]([O:33][CH3:34])=[O:32])[CH2:28]2)[CH:5]=[CH:6][C:7]=1[C:8]1[S:9][C:10]2[C:15]([N:16]=1)=[CH:14][CH:13]=[C:12]([C:17]1([C:20]3[CH:25]=[CH:24][CH:23]=[CH:22][CH:21]=3)[CH2:19][CH2:18]1)[N:11]=2.CCN(S(F)(F)[F:42])CC. Product: [F:42][C:29]1([C:31]([O:33][CH3:34])=[O:32])[CH2:28][N:27]([CH2:26][C:4]2[CH:5]=[CH:6][C:7]([C:8]3[S:9][C:10]4[C:15]([N:16]=3)=[CH:14][CH:13]=[C:12]([C:17]3([C:20]5[CH:25]=[CH:24][CH:23]=[CH:22][CH:21]=5)[CH2:19][CH2:18]3)[N:11]=4)=[C:2]([F:1])[CH:3]=2)[CH2:30]1. The catalyst class is: 2.